Dataset: Reaction yield outcomes from USPTO patents with 853,638 reactions. Task: Predict the reaction yield, written as a fraction of the theoretical maximum amount of product (1.0 means a 100% yield; for example, 0.34 means a 34% yield). (1) The reactants are [Cl:1][C:2]1[CH:7]=[C:6]([N:8]=[C:9]=[S:10])[CH:5]=[C:4]([C:11]([F:14])([F:13])[F:12])[C:3]=1[C:15]1[CH:20]=[CH:19][C:18]([C@H:21]([NH:23][S:24]([CH3:27])(=[O:26])=[O:25])[CH3:22])=[CH:17][CH:16]=1.[N:28]#[C:29][NH2:30].[Na].[CH3:32]I. The catalyst is CO. The product is [Cl:1][C:2]1[CH:7]=[C:6]([N:8]([NH:28][C:29]#[N:30])[CH2:9][S:10][CH3:32])[CH:5]=[C:4]([C:11]([F:13])([F:14])[F:12])[C:3]=1[C:15]1[CH:16]=[CH:17][C:18]([C@H:21]([NH:23][S:24]([CH3:27])(=[O:25])=[O:26])[CH3:22])=[CH:19][CH:20]=1. The yield is 0.580. (2) The reactants are [NH2:1][C:2]1[CH:7]=[CH:6][C:5]([C:8]2[CH2:9][C@@H:10]3[N:16]([CH:17]=2)[C:15](=[O:18])[C:14]2[CH:19]=[C:20]([O:53][CH3:54])[C:21]([O:23][CH2:24][CH2:25][CH2:26][O:27][C:28]4[C:50]([O:51][CH3:52])=[CH:49][C:31]5[C:32](=[O:48])[N:33]6[CH:39]=[C:38]([CH:40]=[CH:41][C:42]7[CH:47]=[CH:46][CH:45]=[CH:44][CH:43]=7)[CH2:37][C@H:34]6[CH:35]=[N:36][C:30]=5[CH:29]=4)=[CH:22][C:13]=2[N:12]=[CH:11]3)=[CH:4][CH:3]=1.[O:55]=[C:56]1[CH:60]=[CH:59][C:58](=[O:61])[N:57]1[CH2:62][CH2:63][CH2:64][CH2:65][CH2:66][C:67]([NH:69][C@@H:70]([CH:79]([CH3:81])[CH3:80])[C:71]([NH:73][C@@H:74]([CH3:78])[C:75](O)=[O:76])=[O:72])=[O:68].CCOC1N(C(OCC)=O)C2C(=CC=CC=2)C=C1.C(Cl)Cl.CO. The catalyst is C(Cl)Cl. The product is [O:55]=[C:56]1[CH:60]=[CH:59][C:58](=[O:61])[N:57]1[CH2:62][CH2:63][CH2:64][CH2:65][CH2:66][C:67]([NH:69][C@@H:70]([CH:79]([CH3:81])[CH3:80])[C:71]([NH:73][C@@H:74]([CH3:78])[C:75]([NH:1][C:2]1[CH:7]=[CH:6][C:5]([C:8]2[CH2:9][C@@H:10]3[N:16]([CH:17]=2)[C:15](=[O:18])[C:14]2[CH:19]=[C:20]([O:53][CH3:54])[C:21]([O:23][CH2:24][CH2:25][CH2:26][O:27][C:28]4[C:50]([O:51][CH3:52])=[CH:49][C:31]5[C:32](=[O:48])[N:33]6[CH:39]=[C:38](/[CH:40]=[CH:41]/[C:42]7[CH:47]=[CH:46][CH:45]=[CH:44][CH:43]=7)[CH2:37][C@H:34]6[CH:35]=[N:36][C:30]=5[CH:29]=4)=[CH:22][C:13]=2[N:12]=[CH:11]3)=[CH:4][CH:3]=1)=[O:76])=[O:72])=[O:68]. The yield is 0.180. (3) The reactants are [F:1][C:2]1[CH:11]=[C:10]2[C:5]([CH:6]=[CH:7][CH:8]=[N:9]2)=[CH:4][C:3]=1[CH2:12][NH2:13].Br[C:15]1[C:16]([NH2:22])=[N:17][CH:18]=[C:19]([Br:21])[N:20]=1.CCN(C(C)C)C(C)C. The catalyst is C(Cl)Cl.O. The product is [Br:21][C:19]1[N:20]=[C:15]([NH:13][CH2:12][C:3]2[CH:4]=[C:5]3[C:10](=[CH:11][C:2]=2[F:1])[N:9]=[CH:8][CH:7]=[CH:6]3)[C:16]([NH2:22])=[N:17][CH:18]=1. The yield is 0.690. (4) The reactants are [NH2:1][C:2]1[CH:9]=[C:8]([Br:10])[CH:7]=[CH:6][C:3]=1[CH:4]=O.S([O-])([O-])(=O)=O.[Na+].[Na+].O.[C:19]1(C)[CH:24]=CC(S(O)(=O)=O)=C[CH:20]=1.C(OC=CC)C. The catalyst is C(Cl)(Cl)Cl.O. The product is [Br:10][C:8]1[CH:9]=[C:2]2[C:3]([CH:4]=[C:19]([CH3:24])[CH:20]=[N:1]2)=[CH:6][CH:7]=1. The yield is 0.250. (5) The reactants are Cl[CH2:2][CH2:3][CH2:4][N:5]1[C:10](=[O:11])[CH2:9][S:8][C:7]2[CH:12]=[CH:13][N:14]=[CH:15][C:6]1=2.C([O-])([O-])=O.[K+].[K+].[Na+].[I-].[CH2:24]([CH:28]1[CH2:33][CH2:32][NH:31][CH2:30][CH2:29]1)[CH2:25][CH2:26][CH3:27]. The catalyst is CCCCCCC.CCOC(C)=O. The product is [CH2:24]([CH:28]1[CH2:33][CH2:32][N:31]([CH2:2][CH2:3][CH2:4][N:5]2[C:10](=[O:11])[CH2:9][S:8][C:7]3[CH:12]=[CH:13][N:14]=[CH:15][C:6]2=3)[CH2:30][CH2:29]1)[CH2:25][CH2:26][CH3:27]. The yield is 0.320. (6) The reactants are Cl.[Cl:2][C:3]1[CH:4]=[C:5]2[C:9](=[CH:10][CH:11]=1)[NH:8][CH:7]=[C:6]2[CH2:12][CH2:13][NH2:14].[O:15]=[C:16]1[CH:20]([C:21]([OH:23])=O)[CH2:19][CH2:18][N:17]1[C:24]1[CH:25]=[C:26](C)[CH:27]=[CH:28][CH:29]=1.O=[C:32]1C(C(O)=O)CCN1C1C=C(C)C=CC=1.C1CN([P+](ON2N=NC3C=CC=CC2=3)(N2CCCC2)N2CCCC2)CC1.F[P-](F)(F)(F)(F)F.C(N(CC)C(C)C)(C)C. The catalyst is CN(C=O)C. The product is [Cl:2][C:3]1[CH:4]=[C:5]2[C:9](=[CH:10][CH:11]=1)[NH:8][CH:7]=[C:6]2[CH2:12][CH2:13][NH:14][C:21]([CH:20]1[CH2:19][CH2:18][N:17]([C:24]2[CH:29]=[CH:28][CH:27]=[CH:26][C:25]=2[CH3:32])[C:16]1=[O:15])=[O:23]. The yield is 0.440.